Dataset: Reaction yield outcomes from USPTO patents with 853,638 reactions. Task: Predict the reaction yield, written as a fraction of the theoretical maximum amount of product (1.0 means a 100% yield; for example, 0.34 means a 34% yield). (1) The reactants are [CH2:1]([S:3]([CH2:6][CH2:7][CH2:8][OH:9])(=[O:5])=[O:4])[CH3:2].[C:10]1([CH3:20])[CH:15]=[CH:14][C:13]([S:16](Cl)(=[O:18])=[O:17])=[CH:12][CH:11]=1. The catalyst is C(Cl)Cl. The product is [CH3:20][C:10]1[CH:15]=[CH:14][C:13]([S:16]([O:9][CH2:8][CH2:7][CH2:6][S:3]([CH2:1][CH3:2])(=[O:5])=[O:4])(=[O:18])=[O:17])=[CH:12][CH:11]=1. The yield is 0.660. (2) The reactants are C1C2C(COC(=O)[NH:17][C:18]3[CH:23]=[CH:22][C:21]([S:24][C:25]4[CH:30]=[CH:29][C:28]([C:31](=[O:42])[NH:32][C:33]5[S:34][C:35]([C:38]([F:41])([F:40])[F:39])=[N:36][N:37]=5)=[CH:27][C:26]=4[NH:43][C:44]4[C:45]5[CH:53]=[CH:52][C:51]([CH:54]([CH3:56])[CH3:55])=[N:50][C:46]=5[N:47]=[CH:48][N:49]=4)=[CH:20][CH:19]=3)C3C(=CC=CC=3)C=2C=CC=1.O.[OH-].[Li+].Cl. The catalyst is O1CCOCC1.O.C(OCC)(=O)C. The product is [NH2:17][C:18]1[CH:19]=[CH:20][C:21]([S:24][C:25]2[CH:30]=[CH:29][C:28]([C:31]([NH:32][C:33]3[S:34][C:35]([C:38]([F:41])([F:40])[F:39])=[N:36][N:37]=3)=[O:42])=[CH:27][C:26]=2[NH:43][C:44]2[C:45]3[CH:53]=[CH:52][C:51]([CH:54]([CH3:56])[CH3:55])=[N:50][C:46]=3[N:47]=[CH:48][N:49]=2)=[CH:22][CH:23]=1. The yield is 0.690. (3) The reactants are [CH3:1][O:2][C:3]1[CH:8]=[CH:7][C:6]([C:9]2[C:13]3[CH2:14][C:15]4[S:16][C:17]([C:20]5[CH:21]=[CH:22][C:23]([NH2:26])=[N:24][CH:25]=5)=[CH:18][C:19]=4[C:12]=3[NH:11][N:10]=2)=[CH:5][CH:4]=1.C([O-])([O-])=[O:28].[Cs+].[Cs+]. The catalyst is CN(C=O)C. The product is [NH2:26][C:23]1[N:24]=[CH:25][C:20]([C:17]2[S:16][C:15]3[C:14](=[O:28])[C:13]4[C:9]([C:6]5[CH:7]=[CH:8][C:3]([O:2][CH3:1])=[CH:4][CH:5]=5)=[N:10][NH:11][C:12]=4[C:19]=3[CH:18]=2)=[CH:21][CH:22]=1. The yield is 0.920. (4) The reactants are C([O:3][C:4]([C:6]1[C:10]([C:11]2[CH:16]=[CH:15][CH:14]=[CH:13][CH:12]=2)=[C:9]([CH:17]=[O:18])[NH:8][C:7]=1[CH3:19])=[O:5])C.CO.[OH-].[K+]. The catalyst is O. The product is [CH:17]([C:9]1[NH:8][C:7]([CH3:19])=[C:6]([C:4]([OH:5])=[O:3])[C:10]=1[C:11]1[CH:16]=[CH:15][CH:14]=[CH:13][CH:12]=1)=[O:18]. The yield is 0.520.